Dataset: Full USPTO retrosynthesis dataset with 1.9M reactions from patents (1976-2016). Task: Predict the reactants needed to synthesize the given product. (1) Given the product [F:28][C:29]1[C:34]([C:2]2[N:7]=[C:6]([CH3:8])[N:5]=[C:4]([N:9]([CH2:19][C:20]3[CH:25]=[CH:24][C:23]([O:26][CH3:27])=[CH:22][CH:21]=3)[CH2:10][C:11]3[CH:16]=[CH:15][C:14]([O:17][CH3:18])=[CH:13][CH:12]=3)[N:3]=2)=[CH:33][C:32]([CH2:38][N:39]2[CH2:44][CH2:43][S:42][CH2:41][CH2:40]2)=[CH:31][N:30]=1, predict the reactants needed to synthesize it. The reactants are: Cl[C:2]1[N:7]=[C:6]([CH3:8])[N:5]=[C:4]([N:9]([CH2:19][C:20]2[CH:25]=[CH:24][C:23]([O:26][CH3:27])=[CH:22][CH:21]=2)[CH2:10][C:11]2[CH:16]=[CH:15][C:14]([O:17][CH3:18])=[CH:13][CH:12]=2)[N:3]=1.[F:28][C:29]1[C:34](B(O)O)=[CH:33][C:32]([CH2:38][N:39]2[CH2:44][CH2:43][S:42][CH2:41][CH2:40]2)=[CH:31][N:30]=1.C([O-])(=O)C.[K+]. (2) The reactants are: [O:1]1[CH:10]([CH:11]2[CH2:16][CH:15]3[CH2:17][CH:12]2[CH:13]=[CH:14]3)[CH:2]1[C:3]([O:5][C:6]([CH3:9])([CH3:8])[CH3:7])=[O:4].[C:18]1(=[O:24])[O:23][C:21](=[O:22])[CH:20]=[CH:19]1. Given the product [O:1]1[CH:10]([CH:11]2[CH2:16][CH:15]3[CH2:17][CH:12]2[CH:13]=[CH:14]3)[CH:2]1[C:3]([O:5][C:6]([CH3:9])([CH3:7])[CH3:8])=[O:4].[C:21]1(=[O:22])[O:23][C:18](=[O:24])[CH:19]=[CH:20]1, predict the reactants needed to synthesize it. (3) Given the product [N+:8]([C:7]1[C:2]([O:11][CH2:12][CH:13]([CH2:16][OH:17])[CH2:14][OH:15])=[N:3][CH:4]=[CH:5][CH:6]=1)([O-:10])=[O:9], predict the reactants needed to synthesize it. The reactants are: F[C:2]1[C:7]([N+:8]([O-:10])=[O:9])=[CH:6][CH:5]=[CH:4][N:3]=1.[OH:11][CH2:12][CH:13]([CH2:16][OH:17])[CH2:14][OH:15]. (4) Given the product [CH3:25][O:26][C:27]1[CH:34]=[CH:33][C:30]([CH2:31][NH:32][C:13]([CH:14]2[C:15]3[C:16](=[CH:20][CH:21]=[CH:22][CH:23]=3)[C:17](=[O:19])[N:12]([CH2:11][CH2:10][O:9][CH3:8])[CH:6]2[C:2]2[S:1][CH:5]=[CH:4][CH:3]=2)=[O:24])=[CH:29][CH:28]=1, predict the reactants needed to synthesize it. The reactants are: [S:1]1[CH:5]=[CH:4][CH:3]=[C:2]1[CH:6]=O.[CH3:8][O:9][CH2:10][CH2:11][NH2:12].[C:13]1(=[O:24])[O:19][C:17](=O)[C:16]2=[CH:20][CH:21]=[CH:22][CH:23]=[C:15]2[CH2:14]1.[CH3:25][O:26][C:27]1[CH:34]=[CH:33][C:30]([CH2:31][NH2:32])=[CH:29][CH:28]=1.